From a dataset of Reaction yield outcomes from USPTO patents with 853,638 reactions. Predict the reaction yield, written as a fraction of the theoretical maximum amount of product (1.0 means a 100% yield; for example, 0.34 means a 34% yield). (1) The reactants are [Cl:1][C:2]1[CH:3]=[C:4]2[C:8](=[CH:9][CH:10]=1)[N:7]([CH2:11][C:12]([O:14]CC)=[O:13])[C:6](=[O:17])[C:5]12[CH2:21][O:20][C:19]2[CH:22]=[C:23]3[C:27](=[CH:28][C:18]1=2)[CH2:26][CH2:25][O:24]3.O=C1C2(C3=CC4OCOC=4C=C3OC2)C2C(=CC=CC=2)N1CC(OCC)=O. No catalyst specified. The product is [Cl:1][C:2]1[CH:3]=[C:4]2[C:8](=[CH:9][CH:10]=1)[N:7]([CH2:11][C:12]([OH:14])=[O:13])[C:6](=[O:17])[C:5]12[CH2:21][O:20][C:19]2[CH:22]=[C:23]3[C:27](=[CH:28][C:18]1=2)[CH2:26][CH2:25][O:24]3. The yield is 0.980. (2) The reactants are [CH3:1][N:2]1[C:10](=[O:11])[C:9]2[N:8](COCC[Si](C)(C)C)[C:7]([S:20][CH2:21][C:22]([NH:24][CH:25]([CH2:28][CH3:29])[CH:26]=[O:27])=O)=[N:6][C:5]=2[N:4]([CH3:30])[C:3]1=[O:31].CS(O)(=O)=O.O=P12OP3(OP(OP(O3)(O1)=O)(=O)O2)=O. The catalyst is C(OCC)(=O)C.O. The product is [CH2:28]([C:25]1[N:24]=[C:22]([CH2:21][S:20][C:7]2[NH:8][C:9]3[C:10](=[O:11])[N:2]([CH3:1])[C:3](=[O:31])[N:4]([CH3:30])[C:5]=3[N:6]=2)[O:27][CH:26]=1)[CH3:29]. The yield is 0.587. (3) The reactants are [CH3:1][N:2]1[CH2:6][CH2:5][NH:4][C:3]1=[S:7].[CH3:8][I:9]. The catalyst is CC(C)=O. The product is [IH:9].[CH3:1][N:2]1[CH2:6][CH2:5][N:4]=[C:3]1[S:7][CH3:8]. The yield is 0.770. (4) The reactants are [C:1]([C:3]1[CH:4]=[C:5]2[C:9](=[CH:10][CH:11]=1)[NH:8][CH:7]=[CH:6]2)#[N:2].[CH3:12][C:13]([O:16][C:17](O[C:17]([O:16][C:13]([CH3:15])([CH3:14])[CH3:12])=[O:18])=[O:18])([CH3:15])[CH3:14]. The catalyst is CC#N.CN(C1C=CN=CC=1)C. The product is [C:1]([C:3]1[CH:4]=[C:5]2[C:9](=[CH:10][CH:11]=1)[N:8]([C:17]([O:16][C:13]([CH3:15])([CH3:14])[CH3:12])=[O:18])[CH:7]=[CH:6]2)#[N:2]. The yield is 0.900. (5) The reactants are [Br:1][C:2]1[CH:3]=[C:4]([CH2:8][OH:9])[CH:5]=[CH:6][CH:7]=1.[NH2:10][C:11]1[C:16]([F:17])=[CH:15][N:14]=[C:13](Cl)[N:12]=1. The catalyst is CC(O)(C)C.O. The product is [Br:1][C:2]1[CH:3]=[C:4]([CH:5]=[CH:6][CH:7]=1)[CH2:8][O:9][C:13]1[N:12]=[C:11]([NH2:10])[C:16]([F:17])=[CH:15][N:14]=1. The yield is 0.490. (6) No catalyst specified. The reactants are [CH3:1][O:2][C:3]1[C:12]([NH:13][C:14](=[O:18])OCC)=[N:11][C:10]2[C:5](=[CH:6][C:7]([CH3:20])=[C:8]([CH3:19])[CH:9]=2)[N:4]=1.[CH3:21][C:22]1[CH:23]=[C:24]([N:28]2[CH2:33][CH2:32][NH:31][CH2:30][CH2:29]2)[CH:25]=[CH:26][CH:27]=1. The yield is 0.490. The product is [CH3:1][O:2][C:3]1[C:12]([NH:13][C:14]([N:31]2[CH2:32][CH2:33][N:28]([C:24]3[CH:25]=[CH:26][CH:27]=[C:22]([CH3:21])[CH:23]=3)[CH2:29][CH2:30]2)=[O:18])=[N:11][C:10]2[C:5](=[CH:6][C:7]([CH3:20])=[C:8]([CH3:19])[CH:9]=2)[N:4]=1.